Dataset: Full USPTO retrosynthesis dataset with 1.9M reactions from patents (1976-2016). Task: Predict the reactants needed to synthesize the given product. (1) Given the product [F:17][C:2]([F:1])([F:16])[C:3]([CH:5]1[CH2:6][N:7]([C:9]([O:11][C:12]([CH3:14])([CH3:13])[CH3:15])=[O:10])[CH2:8]1)([OH:4])[C:20]([F:23])([F:22])[F:21], predict the reactants needed to synthesize it. The reactants are: [F:1][C:2]([F:17])([F:16])[C:3]([CH:5]1[CH2:8][N:7]([C:9]([O:11][C:12]([CH3:15])([CH3:14])[CH3:13])=[O:10])[CH2:6]1)=[O:4].C[Si](C)(C)[C:20]([F:23])([F:22])[F:21].[F-].C([N+](CCCC)(CCCC)CCCC)CCC.Cl. (2) The reactants are: Br[C:2]1[CH:3]=[C:4]2[O:10][C:9]([NH:11][C:12]([O:14][C:15]([CH3:18])([CH3:17])[CH3:16])=[O:13])=[C:8]([C:19]([O:21][CH2:22][CH3:23])=[O:20])[C:5]2=[N:6][CH:7]=1.Br[Zn][CH:26]1[CH2:29][CH2:28][CH2:27]1.C1(P(C2CCCCC2)C2C=CC=CC=2C2C(OC)=CC=CC=2OC)CCCCC1. Given the product [C:15]([O:14][C:12]([NH:11][C:9]1[O:10][C:4]2[C:5](=[N:6][CH:7]=[C:2]([CH:26]3[CH2:29][CH2:28][CH2:27]3)[CH:3]=2)[C:8]=1[C:19]([O:21][CH2:22][CH3:23])=[O:20])=[O:13])([CH3:18])([CH3:17])[CH3:16], predict the reactants needed to synthesize it. (3) The reactants are: [F:1][C:2]([F:16])([F:15])[C:3]1[CH:8]=[CH:7][C:6]([C@:9]23[CH2:14][C@H:13]2[CH2:12][NH:11][CH2:10]3)=[CH:5][CH:4]=1.C(N(CC)CC)C.Br[CH2:25][CH2:26][CH2:27][OH:28].[Na+].[I-]. Given the product [F:16][C:2]([F:1])([F:15])[C:3]1[CH:4]=[CH:5][C:6]([C@:9]23[CH2:14][C@H:13]2[CH2:12][N:11]([CH2:25][CH2:26][CH2:27][OH:28])[CH2:10]3)=[CH:7][CH:8]=1, predict the reactants needed to synthesize it. (4) Given the product [OH:13][C@@H:14]1[C:20]2[CH:21]=[CH:22][CH:23]=[CH:24][C:19]=2[N:18]([C:25]([NH2:27])=[O:26])[C:17]2[CH:28]=[CH:29][CH:30]=[CH:31][C:16]=2[CH2:15]1, predict the reactants needed to synthesize it. The reactants are: [OH-].[Na+].C(O)(=O)C(C(C(O)=O)O)O.[OH:13][C@@H:14]1[C:20]2[CH:21]=[CH:22][CH:23]=[CH:24][C:19]=2[N:18]([C:25]([NH2:27])=[O:26])[C:17]2[CH:28]=[CH:29][CH:30]=[CH:31][C:16]=2[CH2:15]1.Cl. (5) Given the product [CH3:1][O:2][C:3](=[O:31])[C:4]1[CH:9]=[C:8]([C:10]2[CH2:14][CH2:13][CH2:12][C:11]=2[C:15]2[CH:20]=[C:19]([Cl:21])[CH:18]=[CH:17][C:16]=2[O:22][CH2:23][C:24]2[CH:25]=[CH:26][CH:27]=[CH:28][CH:29]=2)[CH:7]=[C:6]([NH:30][C:34](=[O:35])[CH:33]([CH3:37])[CH3:32])[CH:5]=1, predict the reactants needed to synthesize it. The reactants are: [CH3:1][O:2][C:3](=[O:31])[C:4]1[CH:9]=[C:8]([C:10]2[CH2:14][CH2:13][CH2:12][C:11]=2[C:15]2[CH:20]=[C:19]([Cl:21])[CH:18]=[CH:17][C:16]=2[O:22][CH2:23][C:24]2[CH:29]=[CH:28][CH:27]=[CH:26][CH:25]=2)[CH:7]=[C:6]([NH2:30])[CH:5]=1.[CH3:32][CH:33]([CH3:37])[C:34](Cl)=[O:35].